Dataset: Experimentally validated miRNA-target interactions with 360,000+ pairs, plus equal number of negative samples. Task: Binary Classification. Given a miRNA mature sequence and a target amino acid sequence, predict their likelihood of interaction. (1) The miRNA is rno-let-7e-5p with sequence UGAGGUAGGAGGUUGUAUAGUU. The protein sequence of the target gene is MASVAGDSAMEVVPALAEEAAAEATGPSCLVQLPGEVLEYILCSGSLTALDIGRVSSTCRRLREVCQSSGQVWKEQFRVRWPSLMKHYSPTDYVNWLEEYKVRQKAGLEARKIVASFSKRFFSEHVPCNGFSDIENLEGPEIFFEDELVCILNMEGRKALTWKYYAKKILYYLRQQKILNNLKAFLQQPDDYESYLEGAVYIDQYCNPLSDISFRDIQAQIHSIVELVCKTLRGINSRHPSLTFRAGESSMIMEIELQSQVLDAINYVLYDQLKFKGNRMDYYNALNLYMHQVLTRRTGI.... Result: 0 (no interaction). (2) Result: 0 (no interaction). The miRNA is cel-miR-1018 with sequence AGAGAGAUCAUUGGACUUACAG. The protein sequence of the target gene is MSLWLEASMPDVSPDSATELWKTEPQDAGDQGGNTCILREEARMPQSTGVALGIGLESAEPTALLPRAETLPEPTELRPQKRKKGPAPKMLGNELCSVCGDKASGFHYNVLSCEGCKGFFRRSVIKGARYVCHSGGHCPMDTYMRRKCQECRLRKCRQAGMREECVLSEEQIRLKKLKRQEEEQAQATSVSPRVSSPPQVLPQLSPEQLGMIEKLVAAQQQCNRRSFSDRLRVTPWPIAPDPQSREARQQRFAHFTELAIVSVQEIVDFAKQLPGFLQLSREDQIALLKTSAIEVMLLET.... (3) The miRNA is hsa-miR-548ap-5p with sequence AAAAGUAAUUGCGGUCUUU. The protein sequence of the target gene is MLRQVLHRGLRTCFSRLGHFIASHPVFFASAPVLISILLGASFSRYQVEESVEHLLAPQHSLAKIERNLVNSLFPVNRSKHRLYSDLQTPGRYGRVIVTSFQKANMLDQHHTDLILKLHAAVTKIQVPRPGFNYTFAHICILNNDKTCIVDDIVHVLEELKNARATNRTNFAITYPITHLKDGRAVYNGHQLGGVTVHSKDRVKSAEAIQLTYYLQSINSLNDMVAERWESSFCDTVRLFQKSNSKVKMYPYTSSSLREDFQKTSRVSERYLVTSLILVVTMAILCCSMQDCVRSKPWLG.... Result: 1 (interaction). (4) The miRNA is mmu-miR-6951-3p with sequence CUUUUUUCUUCACAAAUACAG. The protein sequence of the target gene is MFLVNSFLKGGGGGGGGGGLGGGLGNVLGGLISGAAGGGGGGGGGGMGLGGGGGGGGTAMRILGGVISAISEAAAQYNPEPPPPRSHYSNIEANESEEVRQFRKLFVQLAGDDMEVSATELMNILNKVVTRHPDLKTDGFGIDTCRSMVAVMDSDTTGKLGFEEFKYLWNNIKKWQAIYKRFDTDRSGTIGSHELPGAFEAAGFHLNEHLYSMIIRRYADESGNMDFDNFISCLVRLDAMFRAFKSLDKNGTGQIQVNIQEWLQLTMYS. Result: 0 (no interaction).